From a dataset of Reaction yield outcomes from USPTO patents with 853,638 reactions. Predict the reaction yield, written as a fraction of the theoretical maximum amount of product (1.0 means a 100% yield; for example, 0.34 means a 34% yield). (1) The reactants are [CH2:1]([O:8][C:9]1[CH:10]=[C:11]2[C:16](=[CH:17][CH:18]=1)[C:15](=[O:19])[N:14]([CH2:20][CH:21]([CH3:23])[CH3:22])[C:13]([C:24]([O:26][CH3:27])=[O:25])=[C:12]2OS(C(F)(F)F)(=O)=O)[C:2]1[CH:7]=[CH:6][CH:5]=[CH:4][CH:3]=1.[S:36]1[CH:40]=[CH:39][CH:38]=[C:37]1B(O)O.C(=O)([O-])[O-].[Na+].[Na+].C1(C)C=CC=CC=1. The catalyst is O.CO. The product is [CH2:1]([O:8][C:9]1[CH:10]=[C:11]2[C:16](=[CH:17][CH:18]=1)[C:15](=[O:19])[N:14]([CH2:20][CH:21]([CH3:23])[CH3:22])[C:13]([C:24]([O:26][CH3:27])=[O:25])=[C:12]2[C:37]1[S:36][CH:40]=[CH:39][CH:38]=1)[C:2]1[CH:3]=[CH:4][CH:5]=[CH:6][CH:7]=1. The yield is 0.236. (2) The reactants are [H-].[Na+].C(OP([CH2:11][C:12]([O:14][CH2:15][CH3:16])=[O:13])(OCC)=O)C.[CH2:17]([C@H:19]1[C@@H:23]([C:24]2[N:28]3[C:29]4[CH:35]=[CH:34][N:33]([S:36]([C:39]5[CH:45]=[CH:44][C:42]([CH3:43])=[CH:41][CH:40]=5)(=[O:38])=[O:37])[C:30]=4[N:31]=[CH:32][C:27]3=[N:26][N:25]=2)[CH2:22][C:21](=O)[CH2:20]1)[CH3:18].C([O-])(O)=O.[Na+]. The catalyst is C1COCC1.CCOC(C)=O. The product is [CH2:17]([C@H:19]1[C@@H:23]([C:24]2[N:28]3[C:29]4[CH:35]=[CH:34][N:33]([S:36]([C:39]5[CH:40]=[CH:41][C:42]([CH3:43])=[CH:44][CH:45]=5)(=[O:37])=[O:38])[C:30]=4[N:31]=[CH:32][C:27]3=[N:26][N:25]=2)[CH2:22]/[C:21](=[CH:11]/[C:12]([O:14][CH2:15][CH3:16])=[O:13])/[CH2:20]1)[CH3:18]. The yield is 0.740. (3) The reactants are [NH2:1][C:2]1[C:7]([CH:8]=O)=[CH:6][CH:5]=[CH:4][N:3]=1.[CH3:10][C:11]([CH3:13])=O. The catalyst is C(O)C. The product is [CH3:13][C:11]1[CH:10]=[CH:8][C:7]2[C:2](=[N:3][CH:4]=[CH:5][CH:6]=2)[N:1]=1. The yield is 0.690. (4) The reactants are [N+:1]([C:4]1[CH:9]=[CH:8][C:7]([C:10]2[CH:15]=[CH:14][C:13]([C:16]([F:19])([F:18])[F:17])=[CH:12][CH:11]=2)=[CH:6][C:5]=1[C:20]#[N:21])([O-:3])=[O:2].O.Cl. The catalyst is O1CCCC1. The product is [N+:1]([C:4]1[CH:9]=[CH:8][C:7]([C:10]2[CH:11]=[CH:12][C:13]([C:16]([F:17])([F:18])[F:19])=[CH:14][CH:15]=2)=[CH:6][C:5]=1[CH2:20][NH2:21])([O-:3])=[O:2]. The yield is 0.550. (5) The reactants are [F:1][C:2]1[CH:3]=[C:4]([C@@H:9]2[CH2:11][C@H:10]2C(O)=O)[CH:5]=[CH:6][C:7]=1[F:8].C1(P([N:29]=[N+]=[N-])(C2C=CC=CC=2)=O)C=CC=CC=1.C(N(CC)CC)C.Cl. The catalyst is C1(C)C=CC=CC=1. The product is [F:1][C:2]1[CH:3]=[C:4]([C@@H:9]2[CH2:11][C@H:10]2[NH2:29])[CH:5]=[CH:6][C:7]=1[F:8]. The yield is 0.910. (6) The reactants are [CH:1]1([C:6]([C:8]2[C:13]([O:14][CH3:15])=[CH:12][CH:11]=[CH:10][C:9]=2OS(C(F)(F)F)(=O)=O)=[O:7])[CH2:5][CH:4]=[CH:3][CH2:2]1.C(N(CC)CC)C.C([O-])(=O)C.[K+].C1(P(C2C=CC=CC=2)CCCP(C2C=CC=CC=2)C2C=CC=CC=2)C=CC=CC=1. The catalyst is CN(C=O)C.[Cl-].[Na+].O.C([O-])(=O)C.[Pd+2].C([O-])(=O)C. The product is [CH3:15][O:14][C:13]1[C:8]2[C:6](=[O:7])[CH:1]3[CH2:5][CH:4]([CH:3]=[CH:2]3)[C:9]=2[CH:10]=[CH:11][CH:12]=1. The yield is 0.470. (7) The reactants are Cl.[C:2]([CH:10]1[CH2:15][CH2:14][NH:13][CH2:12][CH2:11]1)(=[O:9])[C:3]1[CH:8]=[CH:7][CH:6]=[CH:5][CH:4]=1.CCN(C(C)C)C(C)C.[CH3:25][N:26]1[CH:30]=[C:29]([S:31](Cl)(=[O:33])=[O:32])[N:28]=[CH:27]1. The catalyst is C(Cl)Cl. The product is [CH3:25][N:26]1[CH:30]=[C:29]([S:31]([N:13]2[CH2:14][CH2:15][CH:10]([C:2]([C:3]3[CH:8]=[CH:7][CH:6]=[CH:5][CH:4]=3)=[O:9])[CH2:11][CH2:12]2)(=[O:33])=[O:32])[N:28]=[CH:27]1. The yield is 0.930.